This data is from Reaction yield outcomes from USPTO patents with 853,638 reactions. The task is: Predict the reaction yield, written as a fraction of the theoretical maximum amount of product (1.0 means a 100% yield; for example, 0.34 means a 34% yield). (1) The reactants are [Br:1]N1C(=O)CCC1=O.C1(P(C2C=CC=CC=2)C2C=CC=CC=2)C=CC=CC=1.[CH3:28][O:29][C:30]1[CH:31]=[C:32]([CH2:36][O:37][CH2:38][CH2:39]O)[CH:33]=[CH:34][CH:35]=1. The catalyst is C(Cl)Cl.[Al]. The product is [Br:1][CH2:39][CH2:38][O:37][CH2:36][C:32]1[CH:33]=[CH:34][CH:35]=[C:30]([O:29][CH3:28])[CH:31]=1. The yield is 0.500. (2) The reactants are [F:1][C:2]1[CH:7]=[CH:6][C:5]([S:8][CH2:9][CH2:10][CH3:11])=[C:4]([N+:12]([O-])=O)[CH:3]=1.[Cl-].[NH4+]. The catalyst is C(O)C.O.[Zn]. The product is [F:1][C:2]1[CH:7]=[CH:6][C:5]([S:8][CH2:9][CH2:10][CH3:11])=[C:4]([CH:3]=1)[NH2:12]. The yield is 0.930. (3) The yield is 0.490. The catalyst is C(OCC)(=O)C. The reactants are [Cl-].O[NH3+:3].[C:4](=[O:7])([O-])[OH:5].[Na+].CS(C)=O.[CH3:13][O:14][CH2:15][C:16]1[N:47]=[C:19]2[N:20]([CH:43]([CH3:46])[CH2:44][CH3:45])[C:21](=[O:42])[C:22]([CH2:27][C:28]3[CH:33]=[CH:32][C:31]([C:34]4[C:35]([C:40]#[N:41])=[CH:36][CH:37]=[CH:38][CH:39]=4)=[CH:30][CH:29]=3)=[C:23]([CH2:24][CH2:25][CH3:26])[N:18]2[N:17]=1. The product is [CH3:13][O:14][CH2:15][C:16]1[N:47]=[C:19]2[N:20]([CH:43]([CH3:46])[CH2:44][CH3:45])[C:21](=[O:42])[C:22]([CH2:27][C:28]3[CH:33]=[CH:32][C:31]([C:34]4[CH:39]=[CH:38][CH:37]=[CH:36][C:35]=4[C:40]4[NH:3][C:4](=[O:7])[O:5][N:41]=4)=[CH:30][CH:29]=3)=[C:23]([CH2:24][CH2:25][CH3:26])[N:18]2[N:17]=1. (4) The reactants are [F:1][CH:2]([F:5])[CH2:3][OH:4].Cl[C:7]1[N:8]=[C:9]([OH:23])[C:10]2[CH:16]=[CH:15][N:14]=[C:13]([C:17]3[N:18]=[CH:19][N:20]([CH3:22])[CH:21]=3)[C:11]=2[N:12]=1. No catalyst specified. The product is [F:1][CH:2]([F:5])[CH2:3][O:4][C:7]1[N:8]=[C:9]([OH:23])[C:10]2[CH:16]=[CH:15][N:14]=[C:13]([C:17]3[N:18]=[CH:19][N:20]([CH3:22])[CH:21]=3)[C:11]=2[N:12]=1. The yield is 0.280. (5) The reactants are [C:1]1([S:7]([N:10]2[C:18]3[CH:17]=[CH:16][N+:15]([O-])=[CH:14][C:13]=3[CH:12]=[CH:11]2)(=[O:9])=[O:8])[CH:6]=[CH:5][CH:4]=[CH:3][CH:2]=1.P(Br)(Br)([Br:22])=O. The catalyst is C(#N)C.O1CCOCC1. The product is [C:1]1([S:7]([N:10]2[C:18]3[CH:17]=[CH:16][N:15]=[C:14]([Br:22])[C:13]=3[CH:12]=[CH:11]2)(=[O:9])=[O:8])[CH:6]=[CH:5][CH:4]=[CH:3][CH:2]=1. The yield is 0.720.